From a dataset of Full USPTO retrosynthesis dataset with 1.9M reactions from patents (1976-2016). Predict the reactants needed to synthesize the given product. (1) Given the product [NH2:1][C:2]1[CH:10]=[C:9]([C:11]([F:14])([F:13])[F:12])[CH:8]=[CH:7][C:3]=1[C:4]([N:18]([CH2:17][CH:16]([CH3:32])[CH3:15])[CH:19]1[CH2:24][CH2:23][CH2:22][N:21]([C:25]([O:27][C:28]([CH3:29])([CH3:30])[CH3:31])=[O:26])[CH2:20]1)=[O:6], predict the reactants needed to synthesize it. The reactants are: [NH2:1][C:2]1[CH:10]=[C:9]([C:11]([F:14])([F:13])[F:12])[CH:8]=[CH:7][C:3]=1[C:4]([OH:6])=O.[CH3:15][CH:16]([CH3:32])[CH2:17][NH:18][CH:19]1[CH2:24][CH2:23][CH2:22][N:21]([C:25]([O:27][C:28]([CH3:31])([CH3:30])[CH3:29])=[O:26])[CH2:20]1.P(C#N)(=O)(OCC)OCC.O. (2) Given the product [F:1][C:2]1[CH:3]=[C:4]([CH:7]=[C:8]([F:11])[C:9]=1[F:10])[CH2:5][P:15](=[O:19])([O:16][CH2:17][CH3:18])[O:14][CH2:12][CH3:13], predict the reactants needed to synthesize it. The reactants are: [F:1][C:2]1[CH:3]=[C:4]([CH:7]=[C:8]([F:11])[C:9]=1[F:10])[CH2:5]I.[CH2:12]([O:14][P:15]([O:19]CC)[O:16][CH2:17][CH3:18])[CH3:13]. (3) Given the product [NH2:29][C:25]1[N:26]=[C:27]([NH:1][C:2]2[CH:19]=[C:18]([F:20])[C:5]([O:6][C:7]3[CH:12]=[CH:11][N:10]=[C:9]4[NH:13][CH:14]=[C:15]([C:16]#[N:17])[C:8]=34)=[C:4]([F:21])[CH:3]=2)[CH:28]=[CH:23][N:24]=1, predict the reactants needed to synthesize it. The reactants are: [NH2:1][C:2]1[CH:19]=[C:18]([F:20])[C:5]([O:6][C:7]2[CH:12]=[CH:11][N:10]=[C:9]3[NH:13][CH:14]=[C:15]([C:16]#[N:17])[C:8]=23)=[C:4]([F:21])[CH:3]=1.Cl[C:23]1[CH:28]=[CH:27][N:26]=[C:25]([NH2:29])[N:24]=1.Cl.[OH-].[Na+]. (4) Given the product [Cl:10][C:8]1[CH:7]=[C:4]2[C:3](=[C:2]([Cl:1])[CH:9]=1)[O:11][C:12](=[O:14])[CH:13]=[CH:5]2, predict the reactants needed to synthesize it. The reactants are: [Cl:1][C:2]1[CH:9]=[C:8]([Cl:10])[CH:7]=[C:4]([CH:5]=O)[C:3]=1[OH:11].[C:12](OC(=O)C)(=[O:14])[CH3:13].C(N(CC)CC)C. (5) Given the product [C:1]([C:5]1[CH:9]=[C:8]([C:10]([O:12][CH2:13][CH3:14])=[O:11])[N:7]([C:15]2[CH:16]=[C:17]3[C:22](=[CH:23][CH:24]=2)[N:21]=[C:20]([O:25][S:33]([C:36]([F:39])([F:38])[F:37])(=[O:35])=[O:34])[CH:19]=[CH:18]3)[N:6]=1)([CH3:2])([CH3:3])[CH3:4], predict the reactants needed to synthesize it. The reactants are: [C:1]([C:5]1[CH:9]=[C:8]([C:10]([O:12][CH2:13][CH3:14])=[O:11])[N:7]([C:15]2[CH:16]=[C:17]3[C:22](=[CH:23][CH:24]=2)[NH:21][C:20](=[O:25])[CH:19]=[CH:18]3)[N:6]=1)([CH3:4])([CH3:3])[CH3:2].CCN(CC)CC.[S:33](O[S:33]([C:36]([F:39])([F:38])[F:37])(=[O:35])=[O:34])([C:36]([F:39])([F:38])[F:37])(=[O:35])=[O:34]. (6) Given the product [CH2:63]([OH:64])[CH:55]1[O:56][C@H:57]2[O:58][C@@H:3]3[CH:2]([CH2:1][OH:77])[O:7][C@H:6]([O:8][C@@H:9]4[CH:10]([CH2:73][OH:74])[O:11][C@H:12]([O:17][C@@H:18]5[CH:19]([CH2:71][OH:72])[O:20][C@H:21]([O:26][C@@H:27]6[CH:28]([CH2:69][OH:70])[O:29][C@H:30]([O:35][C@@H:36]7[CH:37]([CH2:67][OH:68])[O:38][C@H:39]([O:44][C@@H:45]8[CH:46]([CH2:65][OH:66])[O:47][C@H:48]([O:53][C@H:54]1[C@H:60]([OH:61])[CH:59]2[OH:62])[CH:49]([OH:52])[C@H:50]8[OH:51])[CH:40]([OH:43])[C@H:41]7[OH:42])[CH:31]([OH:34])[C@H:32]6[OH:33])[CH:22]([OH:25])[C@H:23]5[OH:24])[CH:13]([OH:16])[C@H:14]4[OH:15])[CH:5]([OH:75])[C@H:4]3[OH:76], predict the reactants needed to synthesize it. The reactants are: [CH2:1]([OH:77])[C@H:2]1[O:7][C@@H:6]2[O:8][C@H:9]3[C@H:14]([OH:15])[C@@H:13]([OH:16])[C@@H:12]([O:17][C@H:18]4[C@H:23]([OH:24])[C@@H:22]([OH:25])[C@@H:21]([O:26][C@H:27]5[C@H:32]([OH:33])[C@@H:31]([OH:34])[C@@H:30]([O:35][C@H:36]6[C@H:41]([OH:42])[C@@H:40]([OH:43])[C@@H:39]([O:44][C@H:45]7[C@H:50]([OH:51])[C@@H:49]([OH:52])[C@@H:48]([O:53][C@H:54]8[C@H:60]([OH:61])[C@@H:59]([OH:62])[C@@H:57]([O:58][C@H:3]1[C@H:4]([OH:76])[C@H:5]2[OH:75])[O:56][C@@H:55]8[CH2:63][OH:64])[O:47][C@@H:46]7[CH2:65][OH:66])[O:38][C@@H:37]6[CH2:67][OH:68])[O:29][C@@H:28]5[CH2:69][OH:70])[O:20][C@@H:19]4[CH2:71][OH:72])[O:11][C@@H:10]3[CH2:73][OH:74].C(OCCCCCCC/C=C/C=C/C)(=O)C. (7) Given the product [ClH:1].[Cl:1][C:2]1[N:3]=[C:4]([N:23]2[CH2:28][CH2:27][O:26][CH2:25][CH2:24]2)[S:5][C:6]=1[C:7]1[C:8]([CH3:22])=[N:9][N:10]2[C:15]([CH:16]([CH2:17][CH3:18])[CH2:19][CH3:20])=[CH:14][C:13]([CH3:21])=[N:12][C:11]=12, predict the reactants needed to synthesize it. The reactants are: [Cl:1][C:2]1[N:3]=[C:4]([N:23]2[CH2:28][CH2:27][O:26][CH2:25][CH2:24]2)[S:5][C:6]=1[C:7]1[C:8]([CH3:22])=[N:9][N:10]2[C:15]([CH:16]([CH2:19][CH3:20])[CH2:17][CH3:18])=[CH:14][C:13]([CH3:21])=[N:12][C:11]=12.Cl.